From a dataset of NCI-60 drug combinations with 297,098 pairs across 59 cell lines. Regression. Given two drug SMILES strings and cell line genomic features, predict the synergy score measuring deviation from expected non-interaction effect. (1) Drug 1: CCC1(CC2CC(C3=C(CCN(C2)C1)C4=CC=CC=C4N3)(C5=C(C=C6C(=C5)C78CCN9C7C(C=CC9)(C(C(C8N6C)(C(=O)OC)O)OC(=O)C)CC)OC)C(=O)OC)O.OS(=O)(=O)O. Drug 2: CCC1(C2=C(COC1=O)C(=O)N3CC4=CC5=C(C=CC(=C5CN(C)C)O)N=C4C3=C2)O.Cl. Cell line: IGROV1. Synergy scores: CSS=13.3, Synergy_ZIP=-2.74, Synergy_Bliss=-5.55, Synergy_Loewe=-5.23, Synergy_HSA=-3.89. (2) Drug 1: CC(C1=C(C=CC(=C1Cl)F)Cl)OC2=C(N=CC(=C2)C3=CN(N=C3)C4CCNCC4)N. Drug 2: C1=CC(=C2C(=C1NCCNCCO)C(=O)C3=C(C=CC(=C3C2=O)O)O)NCCNCCO. Cell line: A498. Synergy scores: CSS=45.9, Synergy_ZIP=12.5, Synergy_Bliss=12.8, Synergy_Loewe=3.29, Synergy_HSA=14.2. (3) Drug 1: CC1C(C(=O)NC(C(=O)N2CCCC2C(=O)N(CC(=O)N(C(C(=O)O1)C(C)C)C)C)C(C)C)NC(=O)C3=C4C(=C(C=C3)C)OC5=C(C(=O)C(=C(C5=N4)C(=O)NC6C(OC(=O)C(N(C(=O)CN(C(=O)C7CCCN7C(=O)C(NC6=O)C(C)C)C)C)C(C)C)C)N)C. Drug 2: CC1C(C(CC(O1)OC2CC(CC3=C2C(=C4C(=C3O)C(=O)C5=CC=CC=C5C4=O)O)(C(=O)C)O)N)O. Cell line: A549. Synergy scores: CSS=66.7, Synergy_ZIP=15.6, Synergy_Bliss=15.7, Synergy_Loewe=10.3, Synergy_HSA=15.5. (4) Drug 1: CC12CCC3C(C1CCC2O)C(CC4=C3C=CC(=C4)O)CCCCCCCCCS(=O)CCCC(C(F)(F)F)(F)F. Drug 2: CN(CC1=CN=C2C(=N1)C(=NC(=N2)N)N)C3=CC=C(C=C3)C(=O)NC(CCC(=O)O)C(=O)O. Cell line: K-562. Synergy scores: CSS=54.9, Synergy_ZIP=2.97, Synergy_Bliss=2.87, Synergy_Loewe=-0.792, Synergy_HSA=-0.586.